Dataset: Catalyst prediction with 721,799 reactions and 888 catalyst types from USPTO. Task: Predict which catalyst facilitates the given reaction. (1) The catalyst class is: 1. Product: [CH2:13]([NH:12][CH:9]1[CH2:10][CH2:11][CH:6]([CH2:4][OH:3])[CH2:7][CH:8]1[CH3:20])[C:14]1[CH:19]=[CH:18][CH:17]=[CH:16][CH:15]=1. Reactant: C([O:3][C:4]([CH:6]1[CH2:11][CH2:10][CH:9]([NH:12][CH2:13][C:14]2[CH:19]=[CH:18][CH:17]=[CH:16][CH:15]=2)[CH:8]([CH3:20])[CH2:7]1)=O)C.[H-].[H-].[H-].[H-].[Li+].[Al+3]. (2) Reactant: [H-].[Na+].[F:3][C:4]([F:8])([F:7])[CH2:5][OH:6].[Br:9][C:10]1[CH:11]=[C:12]([CH:15]=[CH:16][CH:17]=1)[CH2:13]Br.[Cl-].[NH4+]. Product: [Br:9][C:10]1[CH:17]=[CH:16][CH:15]=[C:12]([CH2:13][O:6][CH2:5][C:4]([F:8])([F:7])[F:3])[CH:11]=1. The catalyst class is: 7. (3) Reactant: [F:1][CH:2]([F:13])[O:3][CH2:4][C@H:5]([C:7]1[CH:12]=[CH:11][CH:10]=[CH:9][CH:8]=1)[NH2:6].Cl.[O-:15][C:16]#[N:17].[K+]. Product: [F:1][CH:2]([F:13])[O:3][CH2:4][C@@H:5]([NH:6][C:16]([NH2:17])=[O:15])[C:7]1[CH:12]=[CH:11][CH:10]=[CH:9][CH:8]=1. The catalyst class is: 6. (4) The catalyst class is: 13. Reactant: C([O:9][CH2:10][CH2:11][O:12][CH2:13][CH2:14][N:15]1[C:23]2[C:22](Cl)=[N:21][CH:20]=[N:19][C:18]=2[CH:17]=[CH:16]1)(=O)C1C=CC=CC=1.[F:25][C:26]1[CH:27]=[C:28]([CH:40]=[CH:41][CH:42]=1)[CH2:29][N:30]1[C:38]2[C:33](=[CH:34][C:35]([NH2:39])=[CH:36][CH:37]=2)[CH:32]=[CH:31]1.CN1CCCC1=O. Product: [F:25][C:26]1[CH:27]=[C:28]([CH:40]=[CH:41][CH:42]=1)[CH2:29][N:30]1[C:38]2[C:33](=[CH:34][C:35]([NH:39][C:22]3[C:23]4[N:15]([CH2:14][CH2:13][O:12][CH2:11][CH2:10][OH:9])[CH:16]=[CH:17][C:18]=4[N:19]=[CH:20][N:21]=3)=[CH:36][CH:37]=2)[CH:32]=[CH:31]1. (5) Reactant: [Br-].[Li+].[CH3:3][C:4]1([O:7][CH2:6]1)[CH3:5].[CH2:8]([NH:15][CH2:16][C:17]([CH3:19])=[CH2:18])[C:9]1[CH:14]=[CH:13][CH:12]=[CH:11][CH:10]=1. Product: [CH2:8]([N:15]([CH2:16][C:17]([CH3:19])=[CH2:18])[CH2:6][C:4]([CH3:5])([OH:7])[CH3:3])[C:9]1[CH:14]=[CH:13][CH:12]=[CH:11][CH:10]=1. The catalyst class is: 2. (6) Reactant: [CH2:1]([O:3][C:4]1[N:12]=[CH:11][C:10]([S:13]([N:16]2[CH2:21][CH2:20][N:19]([CH2:22][CH3:23])[CH2:18][CH2:17]2)(=[O:15])=[O:14])=[CH:9][C:5]=1[C:6]([OH:8])=O)[CH3:2].[NH2:24][C:25]1[C:26]([C:36]([NH2:38])=[O:37])=[N:27][N:28]([CH2:32][CH2:33][O:34][CH3:35])[C:29]=1[CH2:30][CH3:31].O. Product: [C:36]([C:26]1[C:25]([NH:24][C:6](=[O:8])[C:5]2[CH:9]=[C:10]([S:13]([N:16]3[CH2:17][CH2:18][N:19]([CH2:22][CH3:23])[CH2:20][CH2:21]3)(=[O:14])=[O:15])[CH:11]=[N:12][C:4]=2[O:3][CH2:1][CH3:2])=[C:29]([CH2:30][CH3:31])[N:28]([CH2:32][CH2:33][O:34][CH3:35])[N:27]=1)(=[O:37])[NH2:38]. The catalyst class is: 13.